Task: Predict which catalyst facilitates the given reaction.. Dataset: Catalyst prediction with 721,799 reactions and 888 catalyst types from USPTO (1) Reactant: [CH2:1]([N:8]1[C:17](=[O:18])[C:16]2[C:11](=[CH:12][CH:13]=[CH:14][CH:15]=2)[C:10]([C:19]2[C:27]3[C:22](=[CH:23][CH:24]=[CH:25][CH:26]=3)[N:21]([CH2:28][C:29](O)=[O:30])[C:20]=2[CH3:32])=[N:9]1)[C:2]1[CH:7]=[CH:6][CH:5]=[CH:4][CH:3]=1.[Cl-].[NH4+].F[P-](F)(F)(F)(F)F.[N:42]1(O[P+](N(C)C)(N(C)C)N(C)C)C2C=CC=CC=2N=N1.CN1CCOCC1. Product: [CH2:1]([N:8]1[C:17](=[O:18])[C:16]2[C:11](=[CH:12][CH:13]=[CH:14][CH:15]=2)[C:10]([C:19]2[C:27]3[C:22](=[CH:23][CH:24]=[CH:25][CH:26]=3)[N:21]([CH2:28][C:29]([NH2:42])=[O:30])[C:20]=2[CH3:32])=[N:9]1)[C:2]1[CH:3]=[CH:4][CH:5]=[CH:6][CH:7]=1. The catalyst class is: 18. (2) Reactant: [CH:1]1([C:7]2[C:8]3[CH:9]=[CH:10][C:11]([C:33]([O:35]C)=[O:34])=[CH:12][C:13]=3[N:14]3[CH2:22][CH2:21][C:20](=[O:23])[N:19]([CH2:24][CH2:25][N:26]([CH3:28])[CH3:27])[CH2:18][C:17]4[CH:29]=[CH:30][CH:31]=[CH:32][C:16]=4[C:15]=23)[CH2:6][CH2:5][CH2:4][CH2:3][CH2:2]1.B(Br)(Br)Br. Product: [CH:1]1([C:7]2[C:8]3[CH:9]=[CH:10][C:11]([C:33]([OH:35])=[O:34])=[CH:12][C:13]=3[N:14]3[CH2:22][CH2:21][C:20](=[O:23])[N:19]([CH2:24][CH2:25][N:26]([CH3:28])[CH3:27])[CH2:18][C:17]4[CH:29]=[CH:30][CH:31]=[CH:32][C:16]=4[C:15]=23)[CH2:6][CH2:5][CH2:4][CH2:3][CH2:2]1. The catalyst class is: 2. (3) Reactant: [N:1]1[CH:6]=[CH:5][N:4]=[CH:3][CH:2]=1.[C:7]1([C:19](O)=O)(C(O)=O)[CH2:12][CH2:11][CH2:10][CH2:9][CH:8]1C(O)=O.OO. Product: [CH:7]1([C:19]2[CH:6]=[N:1][CH:2]=[CH:3][N:4]=2)[CH2:8][CH:9]([C:2]2[CH:3]=[N:4][CH:5]=[CH:6][N:1]=2)[CH2:10][CH:11]([C:2]2[CH:3]=[N:4][CH:5]=[CH:6][N:1]=2)[CH2:12]1. The catalyst class is: 4. (4) Reactant: [NH2:1][C:2]1[CH:10]=[C:9]([Cl:11])[C:8]([Cl:12])=[CH:7][C:3]=1[C:4](O)=[O:5].[NH2:13][C:14](N)=[O:15].[OH-].[Na+].Cl. Product: [Cl:12][C:8]1[CH:7]=[C:3]2[C:2](=[CH:10][C:9]=1[Cl:11])[NH:1][C:14](=[O:15])[NH:13][C:4]2=[O:5]. The catalyst class is: 6.